Dataset: Forward reaction prediction with 1.9M reactions from USPTO patents (1976-2016). Task: Predict the product of the given reaction. (1) Given the reactants [Cl:1][C:2]1[CH:3]=[C:4]([NH:9][C:10]2[N:15]=[C:14]([N:16]3[C:20]([CH3:21])=[CH:19][C:18]([C:22]([F:25])([F:24])[F:23])=[N:17]3)[C:13]([C:26]3[CH:27]=[N:28][C:29]([O:36][CH2:37][CH2:38][O:39][CH3:40])=[C:30]([CH:35]=3)[C:31]([O:33]C)=[O:32])=[CH:12][N:11]=2)[CH:5]=[CH:6][C:7]=1[F:8].[OH-].[Na+].Cl, predict the reaction product. The product is: [Cl:1][C:2]1[CH:3]=[C:4]([NH:9][C:10]2[N:15]=[C:14]([N:16]3[C:20]([CH3:21])=[CH:19][C:18]([C:22]([F:25])([F:24])[F:23])=[N:17]3)[C:13]([C:26]3[CH:27]=[N:28][C:29]([O:36][CH2:37][CH2:38][O:39][CH3:40])=[C:30]([CH:35]=3)[C:31]([OH:33])=[O:32])=[CH:12][N:11]=2)[CH:5]=[CH:6][C:7]=1[F:8]. (2) Given the reactants [Cl:1][C:2]1[CH:30]=[CH:29][C:5]([CH2:6][CH:7]([N:16]([CH3:28])[C:17](=[O:27])[CH:18]=[C:19]2[C:23](=O)[O:22]C(C)(C)[O:20]2)[CH2:8][C:9]2[CH:14]=[CH:13][C:12]([Cl:15])=[CH:11][CH:10]=2)=[CH:4][CH:3]=1.C=O.[CH3:33][NH2:34].[CH3:35]O, predict the reaction product. The product is: [Cl:15][C:12]1[CH:11]=[CH:10][C:9]([CH2:8][CH:7]([N:16]([CH3:28])[C:17]([C:18]2[CH2:33][N:34]([CH3:35])[C:23](=[O:22])[C:19]=2[OH:20])=[O:27])[CH2:6][C:5]2[CH:4]=[CH:3][C:2]([Cl:1])=[CH:30][CH:29]=2)=[CH:14][CH:13]=1. (3) The product is: [NH2:1][C:4]1[CH:5]=[CH:6][C:7]([NH:10][C:11]2[C:12]3[N:13]([CH:32]=[CH:33][N:34]=3)[N:14]=[C:15]([NH:17][C@H:18]3[CH2:19][CH2:20][C@H:21]([NH:24][C:25](=[O:31])[O:26][C:27]([CH3:30])([CH3:28])[CH3:29])[CH2:22][CH2:23]3)[CH:16]=2)=[CH:8][CH:9]=1. Given the reactants [N+:1]([C:4]1[CH:9]=[CH:8][C:7]([NH:10][C:11]2[C:12]3[N:13]([CH:32]=[CH:33][N:34]=3)[N:14]=[C:15]([NH:17][C@H:18]3[CH2:23][CH2:22][C@H:21]([NH:24][C:25](=[O:31])[O:26][C:27]([CH3:30])([CH3:29])[CH3:28])[CH2:20][CH2:19]3)[CH:16]=2)=[CH:6][CH:5]=1)([O-])=O.CCOC1C=CC(N)=CC=1.C(Cl)(Cl)Cl.[Cl-].[NH4+], predict the reaction product.